Dataset: NCI-60 drug combinations with 297,098 pairs across 59 cell lines. Task: Regression. Given two drug SMILES strings and cell line genomic features, predict the synergy score measuring deviation from expected non-interaction effect. Drug 1: C1=CC(=CC=C1CC(C(=O)O)N)N(CCCl)CCCl.Cl. Drug 2: C1=CC(=CC=C1CCCC(=O)O)N(CCCl)CCCl. Cell line: SF-268. Synergy scores: CSS=50.3, Synergy_ZIP=5.10, Synergy_Bliss=10.3, Synergy_Loewe=7.92, Synergy_HSA=9.50.